From a dataset of Full USPTO retrosynthesis dataset with 1.9M reactions from patents (1976-2016). Predict the reactants needed to synthesize the given product. The reactants are: Cl[CH2:2][C:3]1[N:12]=[C:11]([N:13]([CH3:15])[CH3:14])[C:10]2[C:5](=[CH:6][CH:7]=[CH:8][CH:9]=2)[N:4]=1.[C:16]([O-:19])(=[O:18])[CH3:17].[K+]. Given the product [C:16]([O:19][CH2:2][C:3]1[N:12]=[C:11]([N:13]([CH3:15])[CH3:14])[C:10]2[C:5](=[CH:6][CH:7]=[CH:8][CH:9]=2)[N:4]=1)(=[O:18])[CH3:17], predict the reactants needed to synthesize it.